From a dataset of NCI-60 drug combinations with 297,098 pairs across 59 cell lines. Regression. Given two drug SMILES strings and cell line genomic features, predict the synergy score measuring deviation from expected non-interaction effect. (1) Drug 1: CC12CCC3C(C1CCC2O)C(CC4=C3C=CC(=C4)O)CCCCCCCCCS(=O)CCCC(C(F)(F)F)(F)F. Drug 2: COC1=NC(=NC2=C1N=CN2C3C(C(C(O3)CO)O)O)N. Cell line: SR. Synergy scores: CSS=-0.458, Synergy_ZIP=-4.54, Synergy_Bliss=-12.9, Synergy_Loewe=-13.6, Synergy_HSA=-11.7. (2) Drug 1: CCCCC(=O)OCC(=O)C1(CC(C2=C(C1)C(=C3C(=C2O)C(=O)C4=C(C3=O)C=CC=C4OC)O)OC5CC(C(C(O5)C)O)NC(=O)C(F)(F)F)O. Drug 2: C1CN1C2=NC(=NC(=N2)N3CC3)N4CC4. Cell line: MDA-MB-231. Synergy scores: CSS=30.5, Synergy_ZIP=-2.06, Synergy_Bliss=1.26, Synergy_Loewe=-13.8, Synergy_HSA=-2.59.